From a dataset of Forward reaction prediction with 1.9M reactions from USPTO patents (1976-2016). Predict the product of the given reaction. (1) The product is: [CH:12]1([C@H:18]([NH:26][C:27]([C:29]2[CH:34]=[C:33]([Cl:35])[C:32]([Cl:36])=[CH:31][C:30]=2[NH:37][C:38]([NH:40][C:41]2[C:42]([Cl:48])=[CH:43][CH:44]=[CH:45][C:46]=2[Cl:47])=[O:39])=[O:28])[C:19]([O:21][CH3:22])=[O:20])[CH2:17][CH2:16][CH2:15][CH2:14][CH2:13]1. Given the reactants ClC1C=CC=C(Cl)C=1N=C=O.[CH:12]1([C@H:18]([NH:26][C:27]([C:29]2[CH:34]=[C:33]([Cl:35])[C:32]([Cl:36])=[CH:31][C:30]=2[NH:37][C:38]([NH:40][C:41]2[C:46]([Cl:47])=[CH:45][CH:44]=[CH:43][C:42]=2[Cl:48])=[O:39])=[O:28])[C:19]([O:21][C:22](C)(C)C)=[O:20])[CH2:17][CH2:16][CH2:15][CH2:14][CH2:13]1.CCCCCC.C(OCC)(=O)C, predict the reaction product. (2) Given the reactants C(OC(=O)C)(=O)C.S(=O)(=O)(O)O.[CH3:13][CH:14]([C:22](=[O:25])[CH2:23][CH3:24])[C:15]([O:17][C:18](C)([CH3:20])[CH3:19])=[O:16].CC(C)=O.C(=O)(O)[O-].[Na+], predict the reaction product. The product is: [CH2:23]([C:22]1[O:25][C:18]([CH3:20])([CH3:19])[O:17][C:15](=[O:16])[C:14]=1[CH3:13])[CH3:24].